From a dataset of Full USPTO retrosynthesis dataset with 1.9M reactions from patents (1976-2016). Predict the reactants needed to synthesize the given product. (1) Given the product [OH:2][C:3]1[CH:4]=[CH:5][C:6]([O:7][CH2:8][C:9]([O:11][CH2:12][CH3:13])=[O:10])=[CH:14][CH:15]=1, predict the reactants needed to synthesize it. The reactants are: C[O:2][C:3]1[CH:15]=[CH:14][C:6]([O:7][CH2:8][C:9]([O:11][CH2:12][CH3:13])=[O:10])=[CH:5][CH:4]=1. (2) The reactants are: [C:1]([O:5][C:6]([C@H:8]([CH2:18][CH2:19][O:20][CH3:21])[CH2:9][C:10]1([C:15]([OH:17])=O)[CH2:14][CH2:13][CH2:12][CH2:11]1)=[O:7])([CH3:4])([CH3:3])[CH3:2].Cl.CN(C)CCCN=C=[N:30][CH2:31][CH3:32].[OH2:34].ON1[C:40]2[CH:41]=C[CH:43]=[CH:44][C:39]=2N=N1.C[N:46]1[CH2:51][CH2:50][O:49][CH2:48][CH2:47]1.[C:52]([O:55][CH2:56][CH3:57])(=O)[CH3:53]. Given the product [C:1]([O:5][C:6](=[O:7])[C@@H:8]([CH2:9][C:10]1([C:15](=[O:17])[NH:46][C@H:51]([C:50]([O:49][CH2:48][CH3:47])=[O:34])[CH2:53][C:52]2[O:55][C:56]([C:57]3[CH:43]=[CH:44][CH:39]=[CH:40][CH:41]=3)=[C:31]([CH3:32])[N:30]=2)[CH2:11][CH2:12][CH2:13][CH2:14]1)[CH2:18][CH2:19][O:20][CH3:21])([CH3:2])([CH3:3])[CH3:4], predict the reactants needed to synthesize it. (3) Given the product [CH3:30][C:22]1[CH:23]=[C:24]([C:27]([N:33]2[CH2:37][CH2:36][CH2:35][CH2:34]2)=[O:28])[CH:25]=[CH:26][C:21]=1[C:17]1[CH:18]=[CH:19][CH:20]=[C:15]([CH2:14][O:13][C:12]2[CH:31]=[CH:32][C:9]([CH2:8][N:3]3[C:2](=[O:1])[NH:6][C:5](=[O:7])[O:4]3)=[CH:10][CH:11]=2)[CH:16]=1, predict the reactants needed to synthesize it. The reactants are: [O:1]=[C:2]1[NH:6][C:5](=[O:7])[O:4][N:3]1[CH2:8][C:9]1[CH:32]=[CH:31][C:12]([O:13][CH2:14][C:15]2[CH:16]=[C:17]([C:21]3[CH:26]=[CH:25][C:24]([C:27](O)=[O:28])=[CH:23][C:22]=3[CH3:30])[CH:18]=[CH:19][CH:20]=2)=[CH:11][CH:10]=1.[NH:33]1[CH2:37][CH2:36][CH2:35][CH2:34]1.C[N+]1(C2N=C(OC)N=C(OC)N=2)CCOCC1.[Cl-].C(Cl)(Cl)Cl.